This data is from Full USPTO retrosynthesis dataset with 1.9M reactions from patents (1976-2016). The task is: Predict the reactants needed to synthesize the given product. (1) Given the product [CH3:1][O:2][C:3](=[O:19])[CH:4]([NH:8][C:9](=[O:18])[C:10]1[C:11]([Cl:17])=[CH:12][CH:13]=[CH:14][C:15]=1[Cl:16])[CH2:5]/[CH:6]=[CH:7]/[C:21]1[CH:26]=[CH:25][C:24]([N:27]([CH2:34][CH2:35][CH3:36])[C:28]2[N:29]=[CH:30][CH:31]=[CH:32][N:33]=2)=[CH:23][CH:22]=1, predict the reactants needed to synthesize it. The reactants are: [CH3:1][O:2][C:3](=[O:19])[CH:4]([NH:8][C:9](=[O:18])[C:10]1[C:15]([Cl:16])=[CH:14][CH:13]=[CH:12][C:11]=1[Cl:17])[CH2:5][CH:6]=[CH2:7].I[C:21]1[CH:26]=[CH:25][C:24]([N:27]([CH2:34][CH2:35][CH3:36])[C:28]2[N:33]=[CH:32][CH:31]=[CH:30][N:29]=2)=[CH:23][CH:22]=1. (2) Given the product [OH:8][CH2:9][C:10]([NH:12][CH2:13][CH2:14][O:15][C:16]1[CH:25]=[CH:24][CH:23]=[C:22]2[C:17]=1[C:18]([NH:26][C:27]1[CH:32]=[CH:31][C:30]([O:33][CH2:2][C:3]3[N:4]=[CH:5][S:6][CH:7]=3)=[C:29]([CH3:34])[CH:28]=1)=[N:19][CH:20]=[N:21]2)=[O:11], predict the reactants needed to synthesize it. The reactants are: Cl[CH2:2][C:3]1[N:4]=[CH:5][S:6][CH:7]=1.[OH:8][CH2:9][C:10]([NH:12][CH2:13][CH2:14][O:15][C:16]1[CH:25]=[CH:24][CH:23]=[C:22]2[C:17]=1[C:18]([NH:26][C:27]1[CH:32]=[CH:31][C:30]([OH:33])=[C:29]([CH3:34])[CH:28]=1)=[N:19][CH:20]=[N:21]2)=[O:11]. (3) Given the product [CH2:12]([C:11]1([CH2:17][CH2:18][CH2:19][CH2:20][CH3:21])[C:27]2[CH:26]=[CH:25][S:24][C:23]=2[C:7]2[S:6][CH:10]=[CH:9][C:8]1=2)[CH2:13][CH2:14][CH2:15][CH3:16], predict the reactants needed to synthesize it. The reactants are: OS(O)(=O)=O.[S:6]1[CH:10]=[CH:9][C:8]([C:11](O)([CH2:17][CH2:18][CH2:19][CH2:20][CH3:21])[CH2:12][CH2:13][CH2:14][CH2:15][CH3:16])=[C:7]1[C:23]1[S:24][CH:25]=[CH:26][CH:27]=1.C(Cl)Cl.